Dataset: Choline transporter screen with 302,306 compounds. Task: Binary Classification. Given a drug SMILES string, predict its activity (active/inactive) in a high-throughput screening assay against a specified biological target. The drug is S(=O)(=O)(N(C)C)c1cc(C(=O)Nc2scc(n2)c2c(n(c(c2)C)c2ccccc2)C)ccc1. The result is 0 (inactive).